Dataset: HIV replication inhibition screening data with 41,000+ compounds from the AIDS Antiviral Screen. Task: Binary Classification. Given a drug SMILES string, predict its activity (active/inactive) in a high-throughput screening assay against a specified biological target. (1) The compound is O=C1C=C(N2CCCC2)C=C(N2CCCC2)C1. The result is 0 (inactive). (2) The molecule is CC(=O)OC1SCC2OC(=O)OC21. The result is 0 (inactive). (3) The molecule is O=[N+]([O-])c1cccnc1NCC1(CO)CCCC1. The result is 0 (inactive). (4) The molecule is O=c1c2ccc(Br)cc2nc(-c2ccccc2)n1NC1OC(CO)C(O)C(O)C1O. The result is 0 (inactive). (5) The drug is CCCCNC(=O)C1=C(C)NC(C)=C(C(=O)NCCCC)C1. The result is 0 (inactive). (6) The drug is Cc1ccnc2nc(N)ccc12. The result is 0 (inactive). (7) The molecule is CC(=O)c1cc2sc3ccccc3c2[nH]1. The result is 0 (inactive).